This data is from NCI-60 drug combinations with 297,098 pairs across 59 cell lines. The task is: Regression. Given two drug SMILES strings and cell line genomic features, predict the synergy score measuring deviation from expected non-interaction effect. (1) Drug 1: C1=CN(C(=O)N=C1N)C2C(C(C(O2)CO)O)O.Cl. Drug 2: CC(C)CN1C=NC2=C1C3=CC=CC=C3N=C2N. Cell line: A549. Synergy scores: CSS=45.7, Synergy_ZIP=4.38, Synergy_Bliss=5.77, Synergy_Loewe=1.03, Synergy_HSA=5.18. (2) Drug 1: CN1C(=O)N2C=NC(=C2N=N1)C(=O)N. Drug 2: COCCOC1=C(C=C2C(=C1)C(=NC=N2)NC3=CC=CC(=C3)C#C)OCCOC. Cell line: HCT116. Synergy scores: CSS=30.2, Synergy_ZIP=6.53, Synergy_Bliss=10.7, Synergy_Loewe=-63.5, Synergy_HSA=8.63.